Dataset: Reaction yield outcomes from USPTO patents with 853,638 reactions. Task: Predict the reaction yield, written as a fraction of the theoretical maximum amount of product (1.0 means a 100% yield; for example, 0.34 means a 34% yield). The product is [C:1]1([S:7]([N:10]2[C:14]3=[N:15][CH:16]=[CH:17][CH:18]=[C:13]3[CH:12]=[C:11]2[C:19]([C:45]2[CH:46]=[CH:47][C:42]([S:39]([CH3:38])(=[O:41])=[O:40])=[CH:43][CH:44]=2)=[CH:20][CH:21]2[CH2:22][CH2:23][O:24][CH2:25][CH2:26]2)(=[O:9])=[O:8])[CH:2]=[CH:3][CH:4]=[CH:5][CH:6]=1. The reactants are [C:1]1([S:7]([N:10]2[C:14]3=[N:15][CH:16]=[CH:17][CH:18]=[C:13]3[CH:12]=[C:11]2[C:19](OS(C2C=CC(C)=CC=2)(=O)=O)=[CH:20][CH:21]2[CH2:26][CH2:25][O:24][CH2:23][CH2:22]2)(=[O:9])=[O:8])[CH:6]=[CH:5][CH:4]=[CH:3][CH:2]=1.[CH3:38][S:39]([C:42]1[CH:47]=[CH:46][C:45](B(O)O)=[CH:44][CH:43]=1)(=[O:41])=[O:40].C(=O)([O-])[O-].[Na+].[Na+]. The catalyst is O1CCOCC1.C(OCC)(=O)C.Cl[Pd](Cl)([P](C1C=CC=CC=1)(C1C=CC=CC=1)C1C=CC=CC=1)[P](C1C=CC=CC=1)(C1C=CC=CC=1)C1C=CC=CC=1. The yield is 0.570.